From a dataset of Full USPTO retrosynthesis dataset with 1.9M reactions from patents (1976-2016). Predict the reactants needed to synthesize the given product. (1) Given the product [Cl:38][C:25]1[C:24]([NH:23][C:2]2[C:7]([C:8]3[N:16]=[CH:15][N:14]=[C:13]4[C:9]=3[N:10]=[CH:11][N:12]4[CH:17]3[CH2:22][CH2:21][CH2:20][CH2:19][O:18]3)=[CH:6][CH:5]=[CH:4][N:3]=2)=[C:29]([F:30])[CH:28]=[CH:27][C:26]=1[NH:31][S:32]([CH2:35][CH2:36][CH3:37])(=[O:34])=[O:33], predict the reactants needed to synthesize it. The reactants are: F[C:2]1[C:7]([C:8]2[N:16]=[CH:15][N:14]=[C:13]3[C:9]=2[N:10]=[CH:11][N:12]3[CH:17]2[CH2:22][CH2:21][CH2:20][CH2:19][O:18]2)=[CH:6][CH:5]=[CH:4][N:3]=1.[NH2:23][C:24]1[C:25]([Cl:38])=[C:26]([NH:31][S:32]([CH2:35][CH2:36][CH3:37])(=[O:34])=[O:33])[CH:27]=[CH:28][C:29]=1[F:30]. (2) Given the product [Cl:11][C:4]1[N:3]=[C:2]([NH:19][CH3:18])[C:7]([N+:8]([O-:10])=[O:9])=[CH:6][CH:5]=1, predict the reactants needed to synthesize it. The reactants are: Cl[C:2]1[C:7]([N+:8]([O-:10])=[O:9])=[CH:6][CH:5]=[C:4]([Cl:11])[N:3]=1.C(=O)([O-])[O-].[Na+].[Na+].[CH3:18][NH2:19]. (3) Given the product [CH3:1][N:2]([CH2:10][CH2:11][CH:12]1[CH2:13][CH2:14][NH:15][CH2:16][CH2:17]1)[C:3]([C:5]1[N:6]=[N:7][NH:8][CH:9]=1)=[O:4], predict the reactants needed to synthesize it. The reactants are: [CH3:1][N:2]([CH2:10][CH2:11][CH:12]1[CH2:17][CH2:16][N:15](C(OC(C)(C)C)=O)[CH2:14][CH2:13]1)[C:3]([C:5]1[N:6]=[N:7][NH:8][CH:9]=1)=[O:4].Cl.O1CCOCC1. (4) Given the product [CH3:1][NH:2][CH2:4][C:5]([C:7]1[CH:14]=[CH:13][C:10]([C:11]#[N:12])=[CH:9][CH:8]=1)=[O:6], predict the reactants needed to synthesize it. The reactants are: [CH3:1][NH2:2].Br[CH2:4][C:5]([C:7]1[CH:14]=[CH:13][C:10]([C:11]#[N:12])=[CH:9][CH:8]=1)=[O:6].[OH-].[Na+]. (5) Given the product [F:1][C:2]([F:29])([F:28])[C:3]1[CH:4]=[C:5]([CH:21]=[C:22]([C:24]([F:27])([F:26])[F:25])[CH:23]=1)[CH2:6][N:7]([CH2:12][C:13]1[CH:18]=[C:17]([F:19])[CH:16]=[CH:15][C:14]=1[C:39]1[CH:40]=[C:41]([CH3:44])[CH:42]=[CH:43][C:38]=1[O:37][CH3:36])[C:8](=[O:11])[O:9][CH3:10], predict the reactants needed to synthesize it. The reactants are: [F:1][C:2]([F:29])([F:28])[C:3]1[CH:4]=[C:5]([CH:21]=[C:22]([C:24]([F:27])([F:26])[F:25])[CH:23]=1)[CH2:6][N:7]([CH2:12][C:13]1[CH:18]=[C:17]([F:19])[CH:16]=[CH:15][C:14]=1Br)[C:8](=[O:11])[O:9][CH3:10].C(=O)([O-])[O-].[K+].[K+].[CH3:36][O:37][C:38]1[CH:43]=[CH:42][C:41]([CH3:44])=[CH:40][C:39]=1B(O)O.CC(C)=O.O. (6) Given the product [Cl:1][CH2:2][C:3]1[C:4]([CH2:19][CH2:20][OH:21])=[N:5][C:6]([C:9]2[CH:10]=[CH:11][C:12]([C:15]([F:18])([F:17])[F:16])=[CH:13][CH:14]=2)=[N:7][CH:8]=1, predict the reactants needed to synthesize it. The reactants are: [Cl:1][CH2:2][C:3]1[C:4]([CH2:19][CH2:20][O:21]C)=[N:5][C:6]([C:9]2[CH:14]=[CH:13][C:12]([C:15]([F:18])([F:17])[F:16])=[CH:11][CH:10]=2)=[N:7][CH:8]=1.B(Br)(Br)Br. (7) Given the product [CH:20]([O:23][C:24](=[O:27])[CH2:2][C:3]1[CH:12]=[CH:11][C:6]([C:7]([O:9][CH3:10])=[O:8])=[CH:5][CH:4]=1)([CH3:22])[CH3:21], predict the reactants needed to synthesize it. The reactants are: Br[CH2:2][C:3]1[CH:12]=[CH:11][C:6]([C:7]([O:9][CH3:10])=[O:8])=[CH:5][CH:4]=1.C([O-])([O-])=O.[K+].[K+].[Cl-].[CH:20]([O:23][C:24](=[O:27])C[NH3+])([CH3:22])[CH3:21].